Dataset: Forward reaction prediction with 1.9M reactions from USPTO patents (1976-2016). Task: Predict the product of the given reaction. Given the reactants [NH2:1][C:2]1[CH:3]=[C:4]([CH:7]=[CH:8][C:9]=1[NH:10][CH2:11][CH2:12][CH2:13][OH:14])[C:5]#[N:6].C1(C)C=CC=CC=1.Cl[C:23](Cl)([O:25]C(=O)OC(Cl)(Cl)Cl)Cl.C(OCC)(=O)C, predict the reaction product. The product is: [OH:14][CH2:13][CH2:12][CH2:11][N:10]1[C:9]2[CH:8]=[CH:7][C:4]([C:5]#[N:6])=[CH:3][C:2]=2[NH:1][C:23]1=[O:25].